Dataset: Reaction yield outcomes from USPTO patents with 853,638 reactions. Task: Predict the reaction yield, written as a fraction of the theoretical maximum amount of product (1.0 means a 100% yield; for example, 0.34 means a 34% yield). The yield is 0.540. The catalyst is C1COCC1. The product is [CH3:19][C:20]1[C:28]2[C:23](=[CH:24][CH:25]=[C:26]([C:29]3[N:34]=[C:33]([CH2:35][S:36]([CH3:39])(=[O:38])=[O:37])[CH:32]=[C:31]([N:40]4[CH2:45][CH2:44][O:43][CH2:42][CH2:41]4)[N:30]=3)[CH:27]=2)[NH:22][N:21]=1. The reactants are [F-].C([N+](CCCC)(CCCC)CCCC)CCC.[CH3:19][C:20]1[C:28]2[C:23](=[CH:24][CH:25]=[C:26]([C:29]3[N:34]=[C:33]([CH2:35][S:36]([CH3:39])(=[O:38])=[O:37])[CH:32]=[C:31]([N:40]4[CH2:45][CH2:44][O:43][CH2:42][CH2:41]4)[N:30]=3)[CH:27]=2)[N:22](S(C2C=CC(C)=CC=2)(=O)=O)[N:21]=1.O.